This data is from Catalyst prediction with 721,799 reactions and 888 catalyst types from USPTO. The task is: Predict which catalyst facilitates the given reaction. (1) Reactant: C[O:2][C:3]1[CH:4]=[C:5]2[C:10](=[CH:11][CH:12]=1)[C:9]([O:13][C:14]1[CH:19]=[CH:18][C:17]([O:20][CH2:21][CH2:22][N:23]3[CH2:28][CH2:27][CH2:26][CH2:25][CH2:24]3)=[CH:16][CH:15]=1)=[C:8]([C:29]1[CH:34]=[CH:33][C:32]([S:35]([N:38]([CH3:40])[CH3:39])(=[O:37])=[O:36])=[CH:31][CH:30]=1)[CH:7]=[CH:6]2.[ClH:41].C(OCC)C.B(Br)(Br)Br. Product: [ClH:41].[OH:2][C:3]1[CH:4]=[C:5]2[C:10](=[CH:11][CH:12]=1)[C:9]([O:13][C:14]1[CH:19]=[CH:18][C:17]([O:20][CH2:21][CH2:22][N:23]3[CH2:24][CH2:25][CH2:26][CH2:27][CH2:28]3)=[CH:16][CH:15]=1)=[C:8]([C:29]1[CH:30]=[CH:31][C:32]([S:35]([N:38]([CH3:40])[CH3:39])(=[O:36])=[O:37])=[CH:33][CH:34]=1)[CH:7]=[CH:6]2. The catalyst class is: 4. (2) Reactant: [Si:1]([O:8][CH2:9][CH:10]=O)([C:4]([CH3:7])([CH3:6])[CH3:5])([CH3:3])[CH3:2].[NH2:12][C:13]1[CH:18]=[CH:17][CH:16]=[CH:15][CH:14]=1.P(O)(OC1C=CC=CC=1)(OC1C=CC=CC=1)=O.[CH:36](/[NH:39][C:40](=[O:49])[O:41][CH2:42][C:43]1[CH:48]=[CH:47][CH:46]=[CH:45][CH:44]=1)=[CH:37]\[CH3:38]. Product: [Si:1]([O:8][CH2:9][C@H:10]1[C@H:37]([CH3:38])[C@@H:36]([NH:39][C:40](=[O:49])[O:41][CH2:42][C:43]2[CH:44]=[CH:45][CH:46]=[CH:47][CH:48]=2)[C:18]2[C:13](=[CH:14][CH:15]=[CH:16][CH:17]=2)[NH:12]1)([C:4]([CH3:5])([CH3:6])[CH3:7])([CH3:2])[CH3:3]. The catalyst class is: 2. (3) Reactant: O[C:2]1([C:18]2[CH:23]=[CH:22][CH:21]=[CH:20][CH:19]=2)[CH2:6][N:5](C(OC(C)(C)C)=O)[C@H:4]([C:14]([O:16][CH3:17])=[O:15])[CH2:3]1.FC(F)(F)C(O)=O.C(Cl)Cl.CO.[H][H]. Product: [C:18]1([C@@H:2]2[CH2:6][NH:5][C@H:4]([C:14]([O:16][CH3:17])=[O:15])[CH2:3]2)[CH:19]=[CH:20][CH:21]=[CH:22][CH:23]=1. The catalyst class is: 45. (4) Reactant: [CH:1]([O:4][C:5]1[N:10]=[C:9]([C:11]2[C:19]3[C:14](=[CH:15][CH:16]=[C:17]([C:20]4[S:21][C:22](S(C)(=O)=O)=[N:23][N:24]=4)[CH:18]=3)[N:13]([S:29]([C:32]3[CH:38]=[CH:37][C:35]([CH3:36])=[CH:34][CH:33]=3)(=[O:31])=[O:30])[CH:12]=2)[CH:8]=[CH:7][CH:6]=1)([CH3:3])[CH3:2].[NH2:39][CH:40]1[CH2:45][CH2:44][CH2:43][N:42]([C:46]([O:48][C:49]([CH3:52])([CH3:51])[CH3:50])=[O:47])[CH2:41]1. Product: [CH:1]([O:4][C:5]1[N:10]=[C:9]([C:11]2[C:19]3[C:14](=[CH:15][CH:16]=[C:17]([C:20]4[S:21][C:22]([NH:39][CH:40]5[CH2:45][CH2:44][CH2:43][N:42]([C:46]([O:48][C:49]([CH3:52])([CH3:51])[CH3:50])=[O:47])[CH2:41]5)=[N:23][N:24]=4)[CH:18]=3)[N:13]([S:29]([C:32]3[CH:38]=[CH:37][C:35]([CH3:36])=[CH:34][CH:33]=3)(=[O:31])=[O:30])[CH:12]=2)[CH:8]=[CH:7][CH:6]=1)([CH3:2])[CH3:3]. The catalyst class is: 12. (5) Reactant: [I-].[Na+].I.[CH2:4]([N:11]1[CH2:20][CH2:19][C:18]2[C:17](Cl)=[N:16][C:15]([S:22][CH3:23])=[N:14][C:13]=2[CH2:12]1)[C:5]1[CH:10]=[CH:9][CH:8]=[CH:7][CH:6]=1.[NH2:24][C:25]1[CH:30]=[CH:29][C:28]([C:31]([F:34])([F:33])[F:32])=[CH:27][CH:26]=1. Product: [CH2:4]([N:11]1[CH2:20][CH2:19][C:18]2[C:17]([NH:24][C:25]3[CH:30]=[CH:29][C:28]([C:31]([F:32])([F:33])[F:34])=[CH:27][CH:26]=3)=[N:16][C:15]([S:22][CH3:23])=[N:14][C:13]=2[CH2:12]1)[C:5]1[CH:10]=[CH:9][CH:8]=[CH:7][CH:6]=1. The catalyst class is: 12. (6) Reactant: [CH3:1][C:2]1[C:3]([C:11]2[CH:16]=[CH:15][C:14]([S:17](=[O:20])(=[O:19])[NH2:18])=[CH:13][CH:12]=2)=[C:4]([C:7]([O:9][CH3:10])=[O:8])[S:5][CH:6]=1.[Br:21]Br. Product: [Br:21][C:6]1[S:5][C:4]([C:7]([O:9][CH3:10])=[O:8])=[C:3]([C:11]2[CH:16]=[CH:15][C:14]([S:17](=[O:20])(=[O:19])[NH2:18])=[CH:13][CH:12]=2)[C:2]=1[CH3:1]. The catalyst class is: 2. (7) Reactant: [F:1][C:2]1[CH:7]=[CH:6][CH:5]=[CH:4][C:3]=1[C:8]1[CH:13]=[CH:12][C:11]([OH:14])=[CH:10][CH:9]=1.C(=O)([O-])[O-].[K+].[K+].CN(C)C=O.[NH2:26][C:27]1[C:32]([N+:33]([O-:35])=[O:34])=[CH:31][C:30]([CH:36]2[CH2:40][CH2:39][CH2:38][N:37]2[C:41]([O:43][C:44]([CH3:47])([CH3:46])[CH3:45])=[O:42])=[C:29](F)[CH:28]=1. Product: [NH2:26][C:27]1[C:32]([N+:33]([O-:35])=[O:34])=[CH:31][C:30]([CH:36]2[CH2:40][CH2:39][CH2:38][N:37]2[C:41]([O:43][C:44]([CH3:47])([CH3:46])[CH3:45])=[O:42])=[C:29]([O:14][C:11]2[CH:10]=[CH:9][C:8]([C:3]3[CH:4]=[CH:5][CH:6]=[CH:7][C:2]=3[F:1])=[CH:13][CH:12]=2)[CH:28]=1. The catalyst class is: 13.